From a dataset of Reaction yield outcomes from USPTO patents with 853,638 reactions. Predict the reaction yield, written as a fraction of the theoretical maximum amount of product (1.0 means a 100% yield; for example, 0.34 means a 34% yield). (1) The reactants are [CH3:1][O:2][C:3]1[CH:8]=[CH:7][C:6]([O:9][CH2:10][O:11][CH3:12])=[CH:5][N:4]=1.C([Li])(C)(C)C.CCCCC.[C:23]1([CH:29]([C:41]2[CH:46]=[CH:45][CH:44]=[CH:43][CH:42]=2)[N:30]2[C:38]3[C:33](=[CH:34][CH:35]=[CH:36][CH:37]=3)[C:32](=[O:39])[C:31]2=[O:40])[CH:28]=[CH:27][CH:26]=[CH:25][CH:24]=1.[Cl-].[NH4+]. The catalyst is O1CCCC1.C(OCC)(=O)C.O. The product is [C:41]1([CH:29]([C:23]2[CH:28]=[CH:27][CH:26]=[CH:25][CH:24]=2)[N:30]2[C:38]3[C:33](=[CH:34][CH:35]=[CH:36][CH:37]=3)[C:32]([OH:39])([C:7]3[C:6]([O:9][CH2:10][O:11][CH3:12])=[CH:5][N:4]=[C:3]([O:2][CH3:1])[CH:8]=3)[C:31]2=[O:40])[CH:42]=[CH:43][CH:44]=[CH:45][CH:46]=1. The yield is 0.640. (2) The reactants are [NH2:1][C:2]1[N:7]=[C:6]([Cl:8])[CH:5]=[C:4](Cl)[N:3]=1.[N+:10]([C:13]1[CH:18]=[CH:17][C:16]([OH:19])=[CH:15][CH:14]=1)([O-:12])=[O:11].C(=O)([O-])[O-].[K+].[K+]. The catalyst is CN(C)C=O. The product is [Cl:8][C:6]1[CH:5]=[C:4]([O:19][C:16]2[CH:17]=[CH:18][C:13]([N+:10]([O-:12])=[O:11])=[CH:14][CH:15]=2)[N:3]=[C:2]([NH2:1])[N:7]=1. The yield is 0.920. (3) The reactants are OCC([NH:6][C:7]([C:9]1[C:17]2[C:12](=[N:13][CH:14]=[C:15](N3C4C(=CC=CC=4)C(C4CCNCC4)=N3)[N:16]=2)[N:11](COCC[Si](C)(C)C)[CH:10]=1)=[O:8])(C)C.C=O.C(O[BH-](OC(=O)C)OC(=O)C)(=O)C.[Na+]. The catalyst is CO. The product is [N:16]1[CH:15]=[CH:14][N:13]=[C:12]2[NH:11][CH:10]=[C:9]([C:7]([NH2:6])=[O:8])[C:17]=12. The yield is 0.560. (4) The reactants are [O:1]=[C:2]1[N:10]([CH2:11][CH2:12][CH3:13])[C:9]2[N:8]=[C:7]([C:14]34[CH2:21][CH2:20][C:17]([C:22]([OH:24])=O)([CH2:18][CH2:19]3)[CH2:16][CH2:15]4)[NH:6][C:5]=2[C:4](=[O:25])[N:3]1[CH2:26][CH2:27][CH3:28].C[N:30](C(ON1N=NC2C=CC=NC1=2)=[N+](C)C)C.F[P-](F)(F)(F)(F)F.C(N(CC)C(C)C)(C)C.N. The catalyst is CN(C=O)C.O1CCOCC1. The product is [O:1]=[C:2]1[N:10]([CH2:11][CH2:12][CH3:13])[C:9]2[N:8]=[C:7]([C:14]34[CH2:15][CH2:16][C:17]([C:22]([NH2:30])=[O:24])([CH2:20][CH2:21]3)[CH2:18][CH2:19]4)[NH:6][C:5]=2[C:4](=[O:25])[N:3]1[CH2:26][CH2:27][CH3:28]. The yield is 0.400. (5) The reactants are [ClH:1].C(OCC)(=O)C.[CH2:8]([O:10][C:11]1[CH:12]=[C:13]2[C:18](=[CH:19][CH:20]=1)[C@H:17]([C:21](=[O:38])[NH:22][C:23]1[CH:28]=[C:27]([F:29])[C:26]([C:30]([CH3:36])([CH3:35])[CH2:31][O:32][CH2:33][CH3:34])=[C:25]([F:37])[CH:24]=1)[N:16](C(OC(C)(C)C)=O)[CH2:15][CH2:14]2)[CH3:9]. The catalyst is C(OCC)(=O)C. The product is [ClH:1].[CH2:8]([O:10][C:11]1[CH:12]=[C:13]2[C:18](=[CH:19][CH:20]=1)[C@H:17]([C:21]([NH:22][C:23]1[CH:28]=[C:27]([F:29])[C:26]([C:30]([CH3:35])([CH3:36])[CH2:31][O:32][CH2:33][CH3:34])=[C:25]([F:37])[CH:24]=1)=[O:38])[NH:16][CH2:15][CH2:14]2)[CH3:9]. The yield is 0.970. (6) The reactants are Cl[C:2]1[C:11]2[C:6](=[CH:7][CH:8]=[CH:9][CH:10]=2)[N:5]=[C:4]([C:12]2[CH:13]=[N:14][CH:15]=[CH:16][CH:17]=2)[N:3]=1.[C:18]1([CH:24]([C:27]2[CH:32]=[CH:31][CH:30]=[CH:29][CH:28]=2)[CH2:25][NH2:26])[CH:23]=[CH:22][CH:21]=[CH:20][CH:19]=1.C(N(CC)C(C)C)(C)C.[NH4+].[OH-]. The catalyst is CN1CCCC1=O.O. The product is [C:27]1([CH:24]([C:18]2[CH:19]=[CH:20][CH:21]=[CH:22][CH:23]=2)[CH2:25][NH:26][C:2]2[C:11]3[C:6](=[CH:7][CH:8]=[CH:9][CH:10]=3)[N:5]=[C:4]([C:12]3[CH:13]=[N:14][CH:15]=[CH:16][CH:17]=3)[N:3]=2)[CH:28]=[CH:29][CH:30]=[CH:31][CH:32]=1. The yield is 0.350. (7) The reactants are [NH:1]1[CH2:4][CH:3]([C:5]2[NH:9][N:8]=[C:7]([C:10]3[CH:15]=[CH:14][CH:13]=[CH:12][N:11]=3)[N:6]=2)[CH2:2]1.C(N(CC)CC)C.[CH3:23][C:24]1[N:25]=[C:26]2[N:31]=[C:30]([C:32]3[CH:39]=[CH:38][C:35]([CH:36]=O)=[CH:34][CH:33]=3)[C:29]([C:40]3[CH:45]=[CH:44][CH:43]=[CH:42][CH:41]=3)=[CH:28][N:27]2[CH:46]=1.[BH-](OC(C)=O)(OC(C)=O)OC(C)=O.[Na+].C([O-])(O)=O.[Na+]. The catalyst is CN1C(=O)CCC1.C(O)(=O)C. The product is [CH3:23][C:24]1[N:25]=[C:26]2[N:31]=[C:30]([C:32]3[CH:33]=[CH:34][C:35]([CH2:36][N:1]4[CH2:4][CH:3]([C:5]5[N:6]=[C:7]([C:10]6[CH:15]=[CH:14][CH:13]=[CH:12][N:11]=6)[NH:8][N:9]=5)[CH2:2]4)=[CH:38][CH:39]=3)[C:29]([C:40]3[CH:41]=[CH:42][CH:43]=[CH:44][CH:45]=3)=[CH:28][N:27]2[CH:46]=1. The yield is 0.240. (8) The reactants are [CH3:1][O:2][C:3]1[CH:11]=[C:7]([C:8]([OH:10])=O)[C:6]([OH:12])=[CH:5][CH:4]=1.[CH3:13][C:14]([C:17]1[CH:18]=[C:19]([CH:21]=[C:22]([C:24]([CH3:27])([CH3:26])[CH3:25])[CH:23]=1)[NH2:20])([CH3:16])[CH3:15]. No catalyst specified. The product is [CH3:16][C:14]([C:17]1[CH:18]=[C:19]([NH:20][C:8](=[O:10])[C:7]2[CH:11]=[C:3]([O:2][CH3:1])[CH:4]=[CH:5][C:6]=2[OH:12])[CH:21]=[C:22]([C:24]([CH3:27])([CH3:26])[CH3:25])[CH:23]=1)([CH3:13])[CH3:15]. The yield is 0.127.